The task is: Predict the reaction yield, written as a fraction of the theoretical maximum amount of product (1.0 means a 100% yield; for example, 0.34 means a 34% yield).. This data is from Reaction yield outcomes from USPTO patents with 853,638 reactions. (1) The reactants are [OH:1][C:2]1[CH:9]=[CH:8][C:5]([CH:6]=[O:7])=[CH:4][C:3]=1[O:10][CH3:11].C(=O)([O-])[O-].[Li+].[Li+].[Cl:18][C:19]1[CH:20]=[C:21]([CH:24]=[CH:25][C:26]=1F)[C:22]#[N:23].O. The catalyst is CS(C)=O. The product is [Cl:18][C:19]1[CH:20]=[C:21]([CH:24]=[CH:25][C:26]=1[O:1][C:2]1[CH:9]=[CH:8][C:5]([CH:6]=[O:7])=[CH:4][C:3]=1[O:10][CH3:11])[C:22]#[N:23]. The yield is 0.800. (2) The reactants are [CH2:1]([O:8][C:9]1[CH:10]=[C:11]([CH2:15]O)[CH:12]=[N:13][CH:14]=1)[C:2]1[CH:7]=[CH:6][CH:5]=[CH:4][CH:3]=1.C1C=CC(P([N:31]=[N+:32]=[N-:33])(C2C=CC=CC=2)=O)=CC=1.N12CCCN=C1CCCCC2. The catalyst is C1(C)C=CC=CC=1. The product is [N:31]([CH2:15][C:11]1[CH:12]=[N:13][CH:14]=[C:9]([O:8][CH2:1][C:2]2[CH:7]=[CH:6][CH:5]=[CH:4][CH:3]=2)[CH:10]=1)=[N+:32]=[N-:33]. The yield is 0.650. (3) The reactants are [CH2:1]([O:8][NH:9][CH2:10][C:11]1[C:16]([O:17][CH3:18])=[CH:15][C:14]([O:19][CH3:20])=[CH:13][C:12]=1[O:21][CH3:22])[C:2]1[CH:7]=[CH:6][CH:5]=[CH:4][CH:3]=1.C(N(CC)CC)C.C([CH:32]([C:36](Cl)=[O:37])[C:33](Cl)=[O:34])C.[OH-:39].[Na+]. The catalyst is ClCCl. The product is [CH2:1]([O:8][N:9]([CH2:10][C:11]1[C:16]([O:17][CH3:18])=[CH:15][C:14]([O:19][CH3:20])=[CH:13][C:12]=1[O:21][CH3:22])[C:36](=[O:37])[CH2:32][C:33]([OH:34])=[O:39])[C:2]1[CH:3]=[CH:4][CH:5]=[CH:6][CH:7]=1. The yield is 0.630. (4) The reactants are [F-].C([N+](CCCC)(CCCC)CCCC)CCC.C([SiH2][O:24][C:25](C)(C)[C:26]1[CH:31]=[CH:30][C:29]([CH:32]([O:42][CH:43]2[CH2:48][CH2:47][CH2:46][CH2:45][O:44]2)[C:33]2[CH:34]=[CH:35][C:36]([F:41])=[C:37]([CH:40]=2)[C:38]#[N:39])=[CH:28][CH:27]=1)(C)(C)C. The catalyst is ClCCl. The product is [F:41][C:36]1[CH:35]=[CH:34][C:33]([CH:32]([C:29]2[CH:28]=[CH:27][C:26]([CH2:25][OH:24])=[CH:31][CH:30]=2)[O:42][CH:43]2[CH2:48][CH2:47][CH2:46][CH2:45][O:44]2)=[CH:40][C:37]=1[C:38]#[N:39]. The yield is 0.990. (5) The catalyst is CN(C=O)C.O. The yield is 0.280. The product is [Cl:1][C:2]1[CH:7]=[CH:6][C:5]([C:8]2([OH:16])[CH2:13][CH2:12][N:11]([CH2:19][CH2:18][C:17]([N:33]3[CH2:32][CH2:31][CH2:30][O:29][CH:28]([CH2:27][C:26]4[CH:25]=[CH:24][C:23]([F:22])=[CH:36][CH:35]=4)[CH2:34]3)=[O:20])[CH2:10][C:9]2([CH3:14])[CH3:15])=[CH:4][CH:3]=1. The reactants are [Cl:1][C:2]1[CH:7]=[CH:6][C:5]([C:8]2([OH:16])[CH2:13][CH2:12][NH:11][CH2:10][C:9]2([CH3:15])[CH3:14])=[CH:4][CH:3]=1.[C:17](O)(=[O:20])[CH2:18][CH3:19].[F:22][C:23]1[CH:36]=[CH:35][C:26]([CH2:27][CH:28]2[CH2:34][NH:33][CH2:32][CH2:31][CH2:30][O:29]2)=[CH:25][CH:24]=1.CCN=C=NCCCN(C)C.C1C=CC2N(O)N=NC=2C=1.CCN(C(C)C)C(C)C. (6) The reactants are [Cl-].[Al+3].[Cl-].[Cl-].[Cl:5][S:6]([C:9]1[CH:10]=[C:11]([CH:15]=[CH:16][CH:17]=1)[C:12](Cl)=[O:13])(=[O:8])=[O:7].[C:18]1([O:24][CH3:25])[CH:23]=[CH:22][CH:21]=[CH:20][CH:19]=1. The catalyst is ClCCl. The product is [CH3:25][O:24][C:18]1[CH:23]=[CH:22][C:21]([C:12]([C:11]2[CH:10]=[C:9]([S:6]([Cl:5])(=[O:8])=[O:7])[CH:17]=[CH:16][CH:15]=2)=[O:13])=[CH:20][CH:19]=1. The yield is 0.410. (7) The reactants are [Br:1][C:2]1[CH:3]=[CH:4][C:5]([NH2:8])=[N:6][CH:7]=1.CO[CH:11](OC)[N:12]([CH3:14])[CH3:13]. The catalyst is CN(C=O)C. The product is [Br:1][C:2]1[CH:3]=[CH:4][C:5]([N:8]=[CH:11][N:12]([CH3:14])[CH3:13])=[N:6][CH:7]=1. The yield is 0.760. (8) The reactants are [C:1]([O:12][CH2:13][CH:14]([OH:28])[CH2:15][O:16][C:17](=[O:27])[CH2:18][CH2:19][CH2:20][CH2:21][CH2:22][CH2:23][CH2:24][CH2:25][CH3:26])(=[O:11])[CH2:2][CH2:3][CH2:4][CH2:5][CH2:6][CH2:7][CH2:8][CH2:9][CH3:10].N1C=CC=CC=1.Cl[C:36]([O:38][CH2:39][Cl:40])=[O:37].CN(C1C=CC=CN=1)C. The catalyst is ClCCl. The product is [C:1]([O:12][CH2:13][CH:14]([O:28][C:36]([O:38][CH2:39][Cl:40])=[O:37])[CH2:15][O:16][C:17](=[O:27])[CH2:18][CH2:19][CH2:20][CH2:21][CH2:22][CH2:23][CH2:24][CH2:25][CH3:26])(=[O:11])[CH2:2][CH2:3][CH2:4][CH2:5][CH2:6][CH2:7][CH2:8][CH2:9][CH3:10]. The yield is 0.370. (9) The reactants are [CH3:1][CH:2]([NH:4][S:5]([C:8]1[CH:13]=[CH:12][C:11](B(O)O)=[CH:10][CH:9]=1)(=[O:7])=[O:6])[CH3:3].Br[C:18]1[CH:23]=[CH:22][C:21]([O:24][CH2:25][CH:26]2[CH2:31][CH2:30][N:29]([C:32]([O:34][CH:35]([CH3:37])[CH3:36])=[O:33])[CH2:28][CH2:27]2)=[CH:20][CH:19]=1. No catalyst specified. The product is [CH3:1][CH:2]([NH:4][S:5]([C:8]1[CH:13]=[CH:12][C:11]([C:18]2[CH:19]=[CH:20][C:21]([O:24][CH2:25][CH:26]3[CH2:27][CH2:28][N:29]([C:32]([O:34][CH:35]([CH3:37])[CH3:36])=[O:33])[CH2:30][CH2:31]3)=[CH:22][CH:23]=2)=[CH:10][CH:9]=1)(=[O:7])=[O:6])[CH3:3]. The yield is 0.0800.